This data is from NCI-60 drug combinations with 297,098 pairs across 59 cell lines. The task is: Regression. Given two drug SMILES strings and cell line genomic features, predict the synergy score measuring deviation from expected non-interaction effect. (1) Drug 1: C1=CC(=CC=C1CC(C(=O)O)N)N(CCCl)CCCl.Cl. Drug 2: C1=NC2=C(N=C(N=C2N1C3C(C(C(O3)CO)O)O)F)N. Cell line: SF-539. Synergy scores: CSS=15.5, Synergy_ZIP=-1.81, Synergy_Bliss=1.67, Synergy_Loewe=-7.27, Synergy_HSA=0.0182. (2) Drug 1: CNC(=O)C1=CC=CC=C1SC2=CC3=C(C=C2)C(=NN3)C=CC4=CC=CC=N4. Drug 2: CC1CCCC2(C(O2)CC(NC(=O)CC(C(C(=O)C(C1O)C)(C)C)O)C(=CC3=CSC(=N3)C)C)C. Cell line: SK-OV-3. Synergy scores: CSS=1.46, Synergy_ZIP=0.549, Synergy_Bliss=2.84, Synergy_Loewe=0.673, Synergy_HSA=1.11.